From a dataset of Reaction yield outcomes from USPTO patents with 853,638 reactions. Predict the reaction yield, written as a fraction of the theoretical maximum amount of product (1.0 means a 100% yield; for example, 0.34 means a 34% yield). (1) The reactants are [CH3:1][S:2](Cl)(=[O:4])=[O:3].[OH:6][CH2:7][CH2:8][C@@H:9]1[C@@H:13]([CH2:14][CH2:15][CH2:16][CH2:17][CH2:18][CH2:19][CH2:20][CH3:21])[C@H:12]([O:22][CH:23]2[CH2:28][CH2:27][CH2:26][CH2:25][O:24]2)[CH2:11][C@@H:10]1[OH:29].CCN(CC)CC.C([O-])(O)=O.[Na+]. The catalyst is ClCCl. The product is [CH3:1][S:2]([O:6][CH2:7][CH2:8][C@H:9]1[C@@H:10]([O:29][S:2]([CH3:1])(=[O:4])=[O:3])[CH2:11][C@@H:12]([O:22][CH:23]2[CH2:28][CH2:27][CH2:26][CH2:25][O:24]2)[C@@H:13]1[CH2:14][CH2:15][CH2:16][CH2:17][CH2:18][CH2:19][CH2:20][CH3:21])(=[O:4])=[O:3]. The yield is 0.500. (2) The reactants are [Na].[CH2:2]([O:6][C:7]1[CH:12]=[CH:11][C:10]([S:13]([OH:16])(=O)=[O:14])=[CH:9][CH:8]=1)[C:3]#[C:4][CH3:5].C(Cl)(=O)C([Cl:20])=O. The catalyst is CN(C)C=O.ClCCl. The product is [CH2:2]([O:6][C:7]1[CH:12]=[CH:11][C:10]([S:13]([Cl:20])(=[O:16])=[O:14])=[CH:9][CH:8]=1)[C:3]#[C:4][CH3:5]. The yield is 0.840. (3) The yield is 0.969. The catalyst is C(Cl)(Cl)Cl.O.C([O-])(O)=O.[Na+]. The product is [N+:26]([C:21]1[CH:22]=[CH:23][CH:24]=[CH:25][C:20]=1[S:17]([N:16]([CH2:12][CH2:13][CH:14]1[CH2:15][O:9]1)[C:29]1[CH:34]=[CH:33][CH:32]=[CH:31][CH:30]=1)(=[O:19])=[O:18])([O-:28])=[O:27]. The reactants are C1C=C(Cl)C=C(C(OO)=[O:9])C=1.[CH2:12]([N:16]([C:29]1[CH:34]=[CH:33][CH:32]=[CH:31][CH:30]=1)[S:17]([C:20]1[CH:25]=[CH:24][CH:23]=[CH:22][C:21]=1[N+:26]([O-:28])=[O:27])(=[O:19])=[O:18])[CH2:13][CH:14]=[CH2:15]. (4) The reactants are [CH3:1][O:2][C:3]1[CH:4]=[C:5]2[C:9](=[CH:10][CH:11]=1)[NH:8][C:7](=[O:12])[C:6]2=[CH:13][C:14]1[CH:22]=[C:21]2[C:17]([C:18](/[CH:23]=[CH:24]/[C:25]3[CH:26]=[N:27][C:28]([N:31]4[CH2:36][CH2:35][N:34]([CH3:37])[CH2:33][CH2:32]4)=[CH:29][CH:30]=3)=[N:19][NH:20]2)=[CH:16][CH:15]=1.[CH3:38]CN(CC)CC.CCOCC.C(Cl)Cl. The yield is 0.0400. The product is [CH3:1][O:2][C:3]1[CH:4]=[C:5]2[C:9](=[CH:10][CH:11]=1)[NH:8][C:7](=[O:12])[C@@:6]12[CH2:38][C@@H:13]1[C:14]1[CH:22]=[C:21]2[C:17]([C:18](/[CH:23]=[CH:24]/[C:25]3[CH:26]=[N:27][C:28]([N:31]4[CH2:36][CH2:35][N:34]([CH3:37])[CH2:33][CH2:32]4)=[CH:29][CH:30]=3)=[N:19][NH:20]2)=[CH:16][CH:15]=1. The catalyst is C(Cl)(Cl)Cl.CO. (5) The reactants are C([N:8]1[CH2:13][CH2:12][N:11]([NH2:14])[CH2:10][CH2:9]1)C1C=CC=CC=1.[H][H].[F:17][C:18]([F:29])([F:28])[O:19][C:20]1[CH:27]=[CH:26][C:23]([CH:24]=O)=[CH:22][CH:21]=1. The catalyst is CCO.[OH-].[OH-].[Pd+2]. The product is [N:11]1([N:14]=[CH:24][C:23]2[CH:26]=[CH:27][C:20]([O:19][C:18]([F:29])([F:28])[F:17])=[CH:21][CH:22]=2)[CH2:12][CH2:13][NH:8][CH2:9][CH2:10]1. The yield is 0.930. (6) The reactants are [Cl:1][C:2]1[C:11]2[C:6](=[CH:7][CH:8]=[CH:9][CH:10]=2)[C:5]([OH:12])=[CH:4][N:3]=1.[Si](C=[N+]=[N-])(C)(C)[CH3:14]. The catalyst is C(#N)C. The product is [Cl:1][C:2]1[C:11]2[C:6](=[CH:7][CH:8]=[CH:9][CH:10]=2)[C:5]([O:12][CH3:14])=[CH:4][N:3]=1. The yield is 0.464. (7) The reactants are [CH2:1]([N:3]([C:10]1[CH:15]=[CH:14][CH:13]=[CH:12][CH:11]=1)[CH2:4][CH:5]([OH:9])[CH2:6][O:7][CH3:8])[CH3:2].C[N+]1([O-])CCOCC1. The catalyst is ClCCl.C([O-])(O)=O.[Na+].CCC[N+](CCC)(CCC)CCC.[O-][Ru](=O)(=O)=O. The product is [CH2:1]([N:3]([C:10]1[CH:11]=[CH:12][CH:13]=[CH:14][CH:15]=1)[CH2:4][C:5](=[O:9])[CH2:6][O:7][CH3:8])[CH3:2]. The yield is 0.510. (8) The reactants are [Br:1][C:2]1[CH:3]=[C:4]2[CH:10]=[N:9][NH:8][C:5]2=[N:6][CH:7]=1.[C:11](O[C:11]([O:13][C:14]([CH3:17])([CH3:16])[CH3:15])=[O:12])([O:13][C:14]([CH3:17])([CH3:16])[CH3:15])=[O:12].C(N(CC)CC)C. The catalyst is CN(C)C1C=CN=CC=1.C(#N)C. The product is [Br:1][C:2]1[CH:3]=[C:4]2[CH:10]=[N:9][N:8]([C:11]([O:13][C:14]([CH3:17])([CH3:16])[CH3:15])=[O:12])[C:5]2=[N:6][CH:7]=1. The yield is 0.930.